This data is from Peptide-MHC class II binding affinity with 134,281 pairs from IEDB. The task is: Regression. Given a peptide amino acid sequence and an MHC pseudo amino acid sequence, predict their binding affinity value. This is MHC class II binding data. The peptide sequence is VATLSEALRIIAGTL. The MHC is HLA-DPA10103-DPB10401 with pseudo-sequence HLA-DPA10103-DPB10401. The binding affinity (normalized) is 0.285.